From a dataset of Forward reaction prediction with 1.9M reactions from USPTO patents (1976-2016). Predict the product of the given reaction. (1) Given the reactants [CH3:1][O:2][C:3](=[O:34])[CH2:4][C@H:5]1[C:9]2[CH:10]=[CH:11][C:12]([O:14][C@H:15]3[C:23]4[C:18](=[C:19](B5OC(C)(C)C(C)(C)O5)[CH:20]=[CH:21][C:22]=4[F:24])[CH2:17][CH2:16]3)=[CH:13][C:8]=2[O:7][CH2:6]1.Br[C:36]1[C:41]([CH3:42])=[CH:40][C:39]([C:43]2[CH:48]=[CH:47][C:46]([O:49][CH3:50])=[CH:45][N:44]=2)=[CH:38][C:37]=1[CH3:51].BrC1C=CC(F)=C2C=1CC[C@H]2OC1C=CC2[C@H](CC(OC)=O)COC=2C=1, predict the reaction product. The product is: [CH3:1][O:2][C:3](=[O:34])[CH2:4][C@H:5]1[C:9]2[CH:10]=[CH:11][C:12]([O:14][C@H:15]3[C:23]4[C:18](=[C:19]([C:36]5[C:37]([CH3:51])=[CH:38][C:39]([C:43]6[CH:48]=[CH:47][C:46]([O:49][CH3:50])=[CH:45][N:44]=6)=[CH:40][C:41]=5[CH3:42])[CH:20]=[CH:21][C:22]=4[F:24])[CH2:17][CH2:16]3)=[CH:13][C:8]=2[O:7][CH2:6]1. (2) Given the reactants [Br:1][C:2]1[CH:7]=[CH:6][C:5]([C:8]2[C:17]([C:18](=[O:20])[CH3:19])=[C:11]3[CH:12]=[CH:13][CH:14]=[C:15](Cl)[N:10]3[N:9]=2)=[CH:4][CH:3]=1.[CH2:21]([NH2:25])[CH2:22][CH2:23][CH3:24], predict the reaction product. The product is: [Br:1][C:2]1[CH:7]=[CH:6][C:5]([C:8]2[C:17]([C:18](=[O:20])[CH3:19])=[C:11]3[CH:12]=[CH:13][CH:14]=[C:15]([NH:25][CH2:21][CH2:22][CH2:23][CH3:24])[N:10]3[N:9]=2)=[CH:4][CH:3]=1. (3) The product is: [ClH:15].[N+:1]([C:4]1[CH:5]=[C:6]([NH:7][NH2:11])[CH:8]=[CH:9][CH:10]=1)([O-:3])=[O:2]. Given the reactants [N+:1]([C:4]1[CH:5]=[C:6]([CH:8]=[CH:9][CH:10]=1)[NH2:7])([O-:3])=[O:2].[N:11]([O-])=O.[Na+].[Cl:15][Sn]Cl.O, predict the reaction product. (4) Given the reactants [CH2:1]([NH:3][C:4]1[NH:8][C:7]2[CH:9]=[C:10]([C:13]3[CH:14]=[CH:15][C:16]4[O:22][CH2:21][CH2:20][N:19]([C:23]5[C:32]6[C:27](=[CH:28][C:29]([OH:33])=[CH:30][CH:31]=6)[N:26]=[C:25]([CH3:34])[N:24]=5)[CH2:18][C:17]=4[CH:35]=3)[CH:11]=[CH:12][C:6]=2[N:5]=1)[CH3:2].[CH2:36](I)[CH3:37], predict the reaction product. The product is: [CH2:1]([NH:3][C:4]1[NH:8][C:7]2[CH:9]=[C:10]([C:13]3[CH:14]=[CH:15][C:16]4[O:22][CH2:21][CH2:20][N:19]([C:23]5[C:32]6[C:27](=[CH:28][C:29]([O:33][CH2:36][CH3:37])=[CH:30][CH:31]=6)[N:26]=[C:25]([CH3:34])[N:24]=5)[CH2:18][C:17]=4[CH:35]=3)[CH:11]=[CH:12][C:6]=2[N:5]=1)[CH3:2]. (5) Given the reactants [Cl:1][C:2]1[C:11]2[C:6](=[CH:7][CH:8]=[C:9]([CH:12]([C:14]3[N:18]([CH3:19])[C:17]([CH3:20])=[N:16][CH:15]=3)[OH:13])[CH:10]=2)[N:5]=[C:4]([O:21][CH3:22])[C:3]=1[CH2:23][C:24]1[CH:29]=[CH:28][C:27]([F:30])=[CH:26][CH:25]=1.N#N, predict the reaction product. The product is: [Cl:1][C:2]1[C:11]2[C:6](=[CH:7][CH:8]=[C:9]([C:12]([C:14]3[N:18]([CH3:19])[C:17]([CH3:20])=[N:16][CH:15]=3)=[O:13])[CH:10]=2)[N:5]=[C:4]([O:21][CH3:22])[C:3]=1[CH2:23][C:24]1[CH:25]=[CH:26][C:27]([F:30])=[CH:28][CH:29]=1. (6) The product is: [CH3:13][O:14][C:2]1[CH:3]=[C:4]2[C:9](=[CH:10][CH:11]=1)[CH:8]=[N:7][C:6]([NH2:12])=[CH:5]2. Given the reactants Br[C:2]1[CH:3]=[C:4]2[C:9](=[CH:10][CH:11]=1)[CH:8]=[N:7][C:6]([NH2:12])=[CH:5]2.[CH3:13][O-:14].[Na+], predict the reaction product. (7) The product is: [C:1]([C:3]1[CH:4]=[C:5]([C:9]2[C:10]3[N:11]([C:28]([CH2:31][CH3:32])=[CH:29][CH:30]=3)[N:12]=[C:13]([C:19]([OH:21])=[O:20])[C:14]=2[S:15]([CH3:18])(=[O:17])=[O:16])[CH:6]=[CH:7][CH:8]=1)#[N:2]. Given the reactants [C:1]([C:3]1[CH:4]=[C:5]([C:9]2[C:10]3[N:11]([C:28]([CH2:31][CH3:32])=[CH:29][CH:30]=3)[N:12]=[C:13]([C:19]([O:21]CC[Si](C)(C)C)=[O:20])[C:14]=2[S:15]([CH3:18])(=[O:17])=[O:16])[CH:6]=[CH:7][CH:8]=1)#[N:2], predict the reaction product. (8) Given the reactants [N:1]1[CH:6]=[CH:5][CH:4]=[C:3]([NH:7][C:8](=[O:15])OCC(Cl)(Cl)Cl)[CH:2]=1.[CH3:16][C:17]1[S:21][C:20]([N:22]2[CH2:27][CH2:26][NH:25][CH2:24][CH2:23]2)=[N:19][C:18]=1[C:28]1[CH:33]=[CH:32][CH:31]=[CH:30][CH:29]=1.C(N(C(C)C)CC)(C)C.O, predict the reaction product. The product is: [CH3:16][C:17]1[S:21][C:20]([N:22]2[CH2:27][CH2:26][N:25]([C:8]([NH:7][C:3]3[CH:2]=[N:1][CH:6]=[CH:5][CH:4]=3)=[O:15])[CH2:24][CH2:23]2)=[N:19][C:18]=1[C:28]1[CH:29]=[CH:30][CH:31]=[CH:32][CH:33]=1.